From a dataset of Forward reaction prediction with 1.9M reactions from USPTO patents (1976-2016). Predict the product of the given reaction. (1) Given the reactants [CH2:1]([CH:8]1[C:14]2[CH:15]=[C:16]([O:19][CH2:20][CH2:21][NH:22][S:23]([C:26]3[N:27]=[CH:28][N:29]([CH3:31])[CH:30]=3)(=[O:25])=[O:24])[CH:17]=[CH:18][C:13]=2[CH2:12][CH2:11][CH2:10][N:9]1C(OCC)=O)[C:2]1[CH:7]=[CH:6][CH:5]=[CH:4][CH:3]=1, predict the reaction product. The product is: [CH2:1]([CH:8]1[C:14]2[CH:15]=[C:16]([O:19][CH2:20][CH2:21][NH:22][S:23]([C:26]3[N:27]=[CH:28][N:29]([CH3:31])[CH:30]=3)(=[O:25])=[O:24])[CH:17]=[CH:18][C:13]=2[CH2:12][CH2:11][CH2:10][NH:9]1)[C:2]1[CH:3]=[CH:4][CH:5]=[CH:6][CH:7]=1. (2) Given the reactants [Cl:1][C:2]1[C:3]([F:42])=[C:4]([C@@H:8]2[C@:12]([C:15]3[CH:20]=[CH:19][C:18]([Cl:21])=[CH:17][C:16]=3[F:22])([C:13]#[N:14])[C@H:11]([CH2:23][C:24]([CH3:27])([CH3:26])[CH3:25])[NH:10][C@H:9]2[C:28]([NH:30][C:31]2[CH:39]=[CH:38][C:34]([C:35]([OH:37])=[O:36])=[CH:33][C:32]=2[O:40][CH3:41])=[O:29])[CH:5]=[CH:6][CH:7]=1.O[CH2:44][CH2:45][CH2:46][C:47]([O:49]C(C)(C)C)=[O:48], predict the reaction product. The product is: [C:47]([CH2:46][CH2:45][CH2:44][O:36][C:35](=[O:37])[C:34]1[CH:38]=[CH:39][C:31]([NH:30][C:28]([C@H:9]2[C@H:8]([C:4]3[CH:5]=[CH:6][CH:7]=[C:2]([Cl:1])[C:3]=3[F:42])[C@:12]([C:15]3[CH:20]=[CH:19][C:18]([Cl:21])=[CH:17][C:16]=3[F:22])([C:13]#[N:14])[C@H:11]([CH2:23][C:24]([CH3:26])([CH3:27])[CH3:25])[NH:10]2)=[O:29])=[C:32]([O:40][CH3:41])[CH:33]=1)([OH:49])=[O:48].